This data is from Full USPTO retrosynthesis dataset with 1.9M reactions from patents (1976-2016). The task is: Predict the reactants needed to synthesize the given product. (1) Given the product [C:9]1([C:2]2[CH:3]=[CH:4][C:5]([NH2:8])=[N:6][CH:7]=2)[CH:14]=[CH:13][CH:12]=[CH:11][CH:10]=1, predict the reactants needed to synthesize it. The reactants are: Br[C:2]1[CH:3]=[CH:4][C:5]([NH2:8])=[N:6][CH:7]=1.[C:9]1(B(O)O)[CH:14]=[CH:13][CH:12]=[CH:11][CH:10]=1. (2) Given the product [F:22][C:23]1[N:28]=[C:27]([O:29][CH:30]2[CH2:35][CH2:34][CH2:33][N:32]([CH3:36])[CH2:31]2)[N:26]=[C:25]([NH:37][C:2]2[CH:11]=[CH:10][C:9]3[C:8]4[C:12]5[NH:19][CH2:18][C@@H:17]([CH3:20])[NH:16][C:15](=[O:21])[C:13]=5[S:14][C:7]=4[CH:6]=[CH:5][C:4]=3[N:3]=2)[CH:24]=1, predict the reactants needed to synthesize it. The reactants are: Cl[C:2]1[CH:11]=[CH:10][C:9]2[C:8]3[C:12]4[NH:19][CH2:18][C@@H:17]([CH3:20])[NH:16][C:15](=[O:21])[C:13]=4[S:14][C:7]=3[CH:6]=[CH:5][C:4]=2[N:3]=1.[F:22][C:23]1[N:28]=[C:27]([O:29][CH:30]2[CH2:35][CH2:34][CH2:33][N:32]([CH3:36])[CH2:31]2)[N:26]=[C:25]([NH2:37])[CH:24]=1.C(=O)([O-])[O-].[Cs+].[Cs+].CC1(C)C2C(=C(P(C3C=CC=CC=3)C3C=CC=CC=3)C=CC=2)OC2C(P(C3C=CC=CC=3)C3C=CC=CC=3)=CC=CC1=2. (3) Given the product [F:13][C:2]([F:12])([F:1])[C:3]1[N:7]2[CH:8]=[CH:9][N+:10]([O-:14])=[CH:11][C:6]2=[N:5][N:4]=1, predict the reactants needed to synthesize it. The reactants are: [F:1][C:2]([F:13])([F:12])[C:3]1[N:7]2[CH:8]=[CH:9][N:10]=[CH:11][C:6]2=[N:5][N:4]=1.[OH:14]O. (4) The reactants are: Cl[CH2:2][C:3]1[N:7]([CH3:8])[N:6]=[C:5]([C:9]2[CH:14]=[CH:13][C:12]([C:15]([F:18])([F:17])[F:16])=[CH:11][CH:10]=2)[CH:4]=1.[I-:19].[Na+]. Given the product [I:19][CH2:2][C:3]1[N:7]([CH3:8])[N:6]=[C:5]([C:9]2[CH:14]=[CH:13][C:12]([C:15]([F:18])([F:17])[F:16])=[CH:11][CH:10]=2)[CH:4]=1, predict the reactants needed to synthesize it.